Dataset: Full USPTO retrosynthesis dataset with 1.9M reactions from patents (1976-2016). Task: Predict the reactants needed to synthesize the given product. (1) Given the product [C:6]([C:8]([NH2:12])([OH:11])[CH2:9][CH3:10])([O:5][C:1]([CH3:2])([CH3:4])[CH3:3])=[O:7].[CH3:13][C@H:14]([C:27]([OH:29])=[O:28])[C:15]1[CH:16]=[CH:17][C:18]2[CH:19]=[C:20]([O:25][CH3:26])[CH:21]=[CH:22][C:23]=2[CH:24]=1, predict the reactants needed to synthesize it. The reactants are: [C:1]([O:5][C:6]([C:8]([NH2:12])([OH:11])[CH2:9][CH3:10])=[O:7])([CH3:4])([CH3:3])[CH3:2].[CH3:13][C@H:14]([C:27]([OH:29])=[O:28])[C:15]1[CH:16]=[CH:17][C:18]2[CH:19]=[C:20]([O:25][CH3:26])[CH:21]=[CH:22][C:23]=2[CH:24]=1.CCN=C=NCCCN(C)C.Cl. (2) Given the product [C:42]([CH2:41][CH2:40][C:10]1[C:11]([CH2:15][CH2:16][CH2:17][CH2:18][CH2:19][CH2:20][O:21][C:22]2[CH:27]=[C:26]([C:28]3[CH:29]=[C:30]4[C:34](=[CH:35][CH:36]=3)[NH:33][CH:32]=[CH:31]4)[CH:25]=[C:24]([O:37][CH2:38][CH3:39])[CH:23]=2)=[CH:12][CH:13]=[CH:14][C:9]=1[O:8][CH2:7][CH2:6][CH2:5][C:4]([OH:47])=[O:3])([OH:44])=[O:43], predict the reactants needed to synthesize it. The reactants are: C([O:3][C:4](=[O:47])[CH2:5][CH2:6][CH2:7][O:8][C:9]1[CH:14]=[CH:13][CH:12]=[C:11]([CH2:15][CH2:16][CH2:17][CH2:18][CH2:19][CH2:20][O:21][C:22]2[CH:27]=[C:26]([C:28]3[CH:29]=[C:30]4[C:34](=[CH:35][CH:36]=3)[NH:33][CH:32]=[CH:31]4)[CH:25]=[C:24]([O:37][CH2:38][CH3:39])[CH:23]=2)[C:10]=1[CH2:40][CH2:41][C:42]([O:44]CC)=[O:43])C.[OH-].[Na+]. (3) Given the product [F:67][C:65]1[CH:64]=[CH:63][C:62]([CH3:68])=[C:61]2[C:66]=1[C:57]([NH:49][C:48]1[CH:47]=[C:46]([N:50]3[CH2:55][CH2:54][O:53][CH2:52][CH2:51]3)[N:45]=[CH:44][C:43]=1[C:39]1[CH:40]=[N:41][CH:42]=[C:37]([O:36][CH3:35])[CH:38]=1)=[C:58]([CH3:75])[C:59]([C:69]1[CH:74]=[CH:73][CH:72]=[CH:71][N:70]=1)=[N:60]2, predict the reactants needed to synthesize it. The reactants are: C1(P(C2CCCCC2)C2C=CC=CC=2C2C(C(C)C)=CC(C(C)C)=CC=2C(C)C)CCCCC1.[CH3:35][O:36][C:37]1[CH:38]=[C:39]([C:43]2[CH:44]=[N:45][C:46]([N:50]3[CH2:55][CH2:54][O:53][CH2:52][CH2:51]3)=[CH:47][C:48]=2[NH2:49])[CH:40]=[N:41][CH:42]=1.Cl[C:57]1[C:66]2[C:61](=[C:62]([CH3:68])[CH:63]=[CH:64][C:65]=2[F:67])[N:60]=[C:59]([C:69]2[CH:74]=[CH:73][CH:72]=[CH:71][N:70]=2)[C:58]=1[CH3:75].CC(C)([O-])C.[Na+]. (4) The reactants are: [Cl:1][C:2]1[C:3]([CH3:14])=[C:4]([N:8]2[C:12](=[O:13])[CH2:11][NH:10][CH2:9]2)[CH:5]=C[CH:7]=1.[Cl:15][C:16]1[CH:17]=[C:18]([CH:26]=[CH:27][CH:28]=1)[C:19]([NH:21][CH2:22][C:23](O)=[O:24])=[O:20].F[P-](F)(F)(F)(F)F.N1(O[P+](N(C)C)(N(C)C)N(C)C)C2C=CC=CC=2N=N1. Given the product [Cl:15][C:16]1[CH:17]=[C:18]([CH:26]=[CH:27][CH:28]=1)[C:19]([NH:21][CH2:22][C:23]([N:10]1[CH2:11][C:12](=[O:13])[N:8]([C:4](=[CH2:5])[C:3]([CH3:14])=[C:2]([Cl:1])[CH3:7])[CH2:9]1)=[O:24])=[O:20], predict the reactants needed to synthesize it. (5) Given the product [Cl:1][C:2]1[CH:7]=[C:6]([N+:8]([O-:10])=[O:9])[CH:5]=[CH:4][C:3]=1[O:23][C:18]1[C:17]2[C:22](=[C:13]([F:12])[CH:14]=[CH:15][CH:16]=2)[N:21]=[CH:20][CH:19]=1, predict the reactants needed to synthesize it. The reactants are: [Cl:1][C:2]1[CH:7]=[C:6]([N+:8]([O-:10])=[O:9])[CH:5]=[CH:4][C:3]=1F.[F:12][C:13]1[CH:14]=[CH:15][CH:16]=[C:17]2[C:22]=1[N:21]=[CH:20][CH:19]=[C:18]2[OH:23].C(=O)([O-])[O-].[K+].[K+]. (6) Given the product [Br:1][C:2]1[CH:3]=[C:4]([NH2:16])[C:5]([C:8]2[CH:9]=[N:10][C:11]([O:14][CH3:15])=[CH:12][CH:13]=2)=[N:6][CH:7]=1, predict the reactants needed to synthesize it. The reactants are: [Br:1][C:2]1[CH:3]=[C:4]([N+:16]([O-])=O)[C:5]([C:8]2[CH:9]=[N:10][C:11]([O:14][CH3:15])=[CH:12][CH:13]=2)=[N:6][CH:7]=1.O.O.[Sn](Cl)Cl. (7) Given the product [F:26][C:2]([F:1])([O:6][C:7]1[CH:12]=[CH:11][C:10]([N:13]2[CH2:18][CH2:17][NH:16][CH2:15][CH2:14]2)=[CH:9][CH:8]=1)[CH:3]([F:4])[F:5], predict the reactants needed to synthesize it. The reactants are: [F:1][C:2]([F:26])([O:6][C:7]1[CH:12]=[CH:11][C:10]([N:13]2[CH2:18][CH2:17][N:16](C(OC(C)(C)C)=O)[CH2:15][CH2:14]2)=[CH:9][CH:8]=1)[CH:3]([F:5])[F:4].C(O)(C(F)(F)F)=O.